This data is from Full USPTO retrosynthesis dataset with 1.9M reactions from patents (1976-2016). The task is: Predict the reactants needed to synthesize the given product. (1) Given the product [CH3:29][C@H:30]1[N:31]([C:36]2[CH:41]=[CH:40][C:39]([C:42]([F:45])([F:43])[F:44])=[CH:38][N:37]=2)[CH2:32][CH2:33][N:34]([CH2:15][C:17]2[C:18]([C:22]3[CH:23]=[C:24]([C:27]#[N:28])[NH:25][CH:26]=3)=[N:19][NH:20][CH:21]=2)[CH2:35]1, predict the reactants needed to synthesize it. The reactants are: [BH-](OC(C)=O)(OC(C)=O)OC(C)=O.[Na+].[CH:15]([C:17]1[C:18]([C:22]2[CH:23]=[C:24]([C:27]#[N:28])[NH:25][CH:26]=2)=[N:19][NH:20][CH:21]=1)=O.[CH3:29][C@@H:30]1[CH2:35][NH:34][CH2:33][CH2:32][N:31]1[C:36]1[CH:41]=[CH:40][C:39]([C:42]([F:45])([F:44])[F:43])=[CH:38][N:37]=1.C(O)(=O)C. (2) Given the product [Cl:25][C:26]1[CH:27]=[CH:28][C:29]([C:32]2[CH:37]=[CH:36][C:35]([CH3:38])=[C:34]([CH2:39][C:40]([NH:1][C:2]3([C:14]([O:16][CH3:17])=[O:15])[CH2:3][CH2:4][C:5]([O:12][CH3:13])([C:8]([F:11])([F:10])[F:9])[CH2:6][CH2:7]3)=[O:41])[CH:33]=2)=[CH:30][CH:31]=1, predict the reactants needed to synthesize it. The reactants are: [NH2:1][C:2]1([C:14]([O:16][CH3:17])=[O:15])[CH2:7][CH2:6][C:5]([O:12][CH3:13])([C:8]([F:11])([F:10])[F:9])[CH2:4][CH2:3]1.C(N(CC)CC)C.[Cl:25][C:26]1[CH:31]=[CH:30][C:29]([C:32]2[CH:37]=[CH:36][C:35]([CH3:38])=[C:34]([CH2:39][C:40](Cl)=[O:41])[CH:33]=2)=[CH:28][CH:27]=1. (3) Given the product [CH3:1][O:2][C:3]([C:5]1[S:6][C:7]([CH2:10][OH:11])=[CH:8][CH:9]=1)=[O:4], predict the reactants needed to synthesize it. The reactants are: [CH3:1][O:2][C:3]([C:5]1[S:6][C:7]([C:10](OC)=[O:11])=[CH:8][CH:9]=1)=[O:4]. (4) Given the product [C:22]([O:24][CH2:2][C:3]([NH:5][C:6]1[CH:19]=[CH:18][C:9]2[O:10][C:11]3[CH2:17][CH2:16][CH2:15][CH2:14][CH2:13][C:12]=3[C:8]=2[CH:7]=1)=[O:4])([CH3:25])([CH3:23])[CH3:21], predict the reactants needed to synthesize it. The reactants are: Cl[CH2:2][C:3]([NH:5][C:6]1[CH:19]=[CH:18][C:9]2[O:10][C:11]3[CH2:17][CH2:16][CH2:15][CH2:14][CH2:13][C:12]=3[C:8]=2[CH:7]=1)=[O:4].O.[CH3:21][C:22]([CH3:25])([O-:24])[CH3:23].[K+]. (5) Given the product [N:1]1([C:8]2[N:13]=[C:12]([CH:14]3[CH2:16][CH2:15]3)[N:11]=[C:10]([NH:17][CH:18]3[CH2:19][CH2:20]3)[C:9]=2[NH2:21])[CH2:7][CH2:6][CH2:5][CH2:4][CH2:3][CH2:2]1, predict the reactants needed to synthesize it. The reactants are: [N:1]1([C:8]2[N:13]=[C:12]([CH:14]3[CH2:16][CH2:15]3)[N:11]=[C:10]([NH:17][CH:18]3[CH2:20][CH2:19]3)[C:9]=2[N+:21]([O-])=O)[CH2:7][CH2:6][CH2:5][CH2:4][CH2:3][CH2:2]1.S(S([O-])=O)([O-])=O.[Na+].[Na+].N. (6) Given the product [NH2:1][C:2]1[C:3]([C:9](=[S:23])[NH2:10])=[N:4][CH:5]=[C:6]([Br:8])[CH:7]=1, predict the reactants needed to synthesize it. The reactants are: [NH2:1][C:2]1[C:3]([C:9]#[N:10])=[N:4][CH:5]=[C:6]([Br:8])[CH:7]=1.NC1C(C(N)=O)=NC=C(Br)C=1.P12(SP3(SP(SP(S3)(S1)=S)(=S)S2)=S)=[S:23].